This data is from Reaction yield outcomes from USPTO patents with 853,638 reactions. The task is: Predict the reaction yield, written as a fraction of the theoretical maximum amount of product (1.0 means a 100% yield; for example, 0.34 means a 34% yield). (1) The reactants are [C:1](OC(=O)C)(=[O:3])[CH3:2].Cl.[Cl:9][C:10]1[C:11]([F:36])=[C:12]([CH:33]=[CH:34][CH:35]=1)[NH:13][C:14]1[C:23]2[C:18](=[CH:19][C:20]([O:31][CH3:32])=[C:21]([O:24][C@H:25]3[CH2:30][CH2:29][CH2:28][NH:27][CH2:26]3)[CH:22]=2)[N:17]=[CH:16][N:15]=1.C(N(C(C)C)CC)(C)C. The catalyst is C(Cl)Cl. The product is [C:1]([N:27]1[CH2:28][CH2:29][CH2:30][C@H:25]([O:24][C:21]2[CH:22]=[C:23]3[C:18](=[CH:19][C:20]=2[O:31][CH3:32])[N:17]=[CH:16][N:15]=[C:14]3[NH:13][C:12]2[CH:33]=[CH:34][CH:35]=[C:10]([Cl:9])[C:11]=2[F:36])[CH2:26]1)(=[O:3])[CH3:2]. The yield is 0.660. (2) The reactants are C([O:3][C:4](=O)[CH2:5][CH2:6][NH:7][C:8]1[CH:13]=[C:12]([CH3:14])[CH:11]=[C:10]([CH3:15])[CH:9]=1)C.[NH3:17]. The catalyst is CO. The product is [CH3:15][C:10]1[CH:9]=[C:8]([NH:7][CH2:6][CH2:5][C:4]([NH2:17])=[O:3])[CH:13]=[C:12]([CH3:14])[CH:11]=1. The yield is 1.00. (3) The reactants are [CH2:1]([O:3][C:4]1[C:13]2[C:8](=[CH:9][CH:10]=[C:11](/[CH:14]=[C:15]3/[C:16](=[O:22])[N:17]=[C:18](SC)[S:19]/3)[CH:12]=2)[N:7]=[CH:6][C:5]=1[C:23]#[N:24])[CH3:2].[F:25][C:26]1[CH:27]=[C:28]([CH2:32][CH2:33][NH2:34])[CH:29]=[CH:30][CH:31]=1.C(N(C(C)C)CC)(C)C. The catalyst is C(#N)C. The product is [CH2:1]([O:3][C:4]1[C:13]2[C:8](=[CH:9][CH:10]=[C:11](/[CH:14]=[C:15]3/[C:16](=[O:22])[N:17]=[C:18]([NH:34][CH2:33][CH2:32][C:28]4[CH:29]=[CH:30][CH:31]=[C:26]([F:25])[CH:27]=4)[S:19]/3)[CH:12]=2)[N:7]=[CH:6][C:5]=1[C:23]#[N:24])[CH3:2]. The yield is 0.670. (4) The reactants are [CH3:1][C:2]1[N:29]=[C:5]2[NH:6][C:7](=[O:28])[C:8]([CH2:13][C:14]3[CH:19]=[CH:18][C:17]([C:20]4[C:21]([C:26]#[N:27])=[CH:22][CH:23]=[CH:24][CH:25]=4)=[CH:16][CH:15]=3)=[C:9]([CH2:10][CH2:11][CH3:12])[N:4]2[N:3]=1.[CH3:30][CH:31]([O:33][C:34]1[CH:39]=[CH:38][C:37](B(O)O)=[CH:36][CH:35]=1)[CH3:32].C(N(CC)CC)C.N1C=CC=CC=1. The catalyst is ClCCl.C(OCC)(=O)C.C([O-])(=O)C.[Cu+2].C([O-])(=O)C. The product is [CH3:1][C:2]1[N:29]=[C:5]2[N:6]([C:37]3[CH:38]=[CH:39][C:34]([O:33][CH:31]([CH3:32])[CH3:30])=[CH:35][CH:36]=3)[C:7](=[O:28])[C:8]([CH2:13][C:14]3[CH:19]=[CH:18][C:17]([C:20]4[C:21]([C:26]#[N:27])=[CH:22][CH:23]=[CH:24][CH:25]=4)=[CH:16][CH:15]=3)=[C:9]([CH2:10][CH2:11][CH3:12])[N:4]2[N:3]=1. The yield is 0.430. (5) The reactants are Cl.[NH2:2][C:3]1[C:11]([OH:12])=[C:10]2[C:6]([CH2:7][CH2:8][CH:9]2[CH2:13][CH2:14][NH:15][C:16](=[O:18])[CH3:17])=[CH:5][CH:4]=1.[CH2:19]([N:21]([CH2:24]C)[CH2:22]C)C.C(=O)([O-])O.[Na+]. The catalyst is ClCCl.C(OCC)(=O)C. The product is [CH3:19][N:21]([CH3:24])[C:22]1[O:12][C:11]2[C:10]3[CH:9]([CH2:13][CH2:14][NH:15][C:16](=[O:18])[CH3:17])[CH2:8][CH2:7][C:6]=3[CH:5]=[CH:4][C:3]=2[N:2]=1. The yield is 0.0700. (6) The reactants are S(Cl)(Cl)=O.C(N(C(C)C)C(C)C)C.[CH:14]1([NH:20][C:21]2[CH:26]=[CH:25][CH:24]=[CH:23][CH:22]=2)[CH2:19][CH2:18][CH2:17][CH2:16][CH2:15]1.[CH3:27][CH:28]1[CH2:32][CH2:31][CH2:30][O:29]1.[C:33]1(C)[CH:38]=CC=[CH:35][CH:34]=1. The catalyst is O. The product is [CH:21]1([N:20]([C:14]2[CH:19]=[CH:18][CH:17]=[CH:16][CH:15]=2)[C:30](=[O:29])/[CH:31]=[CH:32]/[C:28]2[CH:35]=[CH:34][CH:33]=[CH:38][CH:27]=2)[CH2:26][CH2:25][CH2:24][CH2:23][CH2:22]1. The yield is 0.680.